From a dataset of Catalyst prediction with 721,799 reactions and 888 catalyst types from USPTO. Predict which catalyst facilitates the given reaction. (1) Reactant: [CH3:1][C:2]1[S:3][C:4]2[CH:10]=[CH:9][CH:8]=[CH:7][C:5]=2[N:6]=1.[N+:11]([O-])([OH:13])=[O:12]. Product: [CH3:1][C:2]1[S:3][C:4]2[CH:10]=[C:9]([N+:11]([O-:13])=[O:12])[CH:8]=[CH:7][C:5]=2[N:6]=1. The catalyst class is: 65. (2) Reactant: C1(C(C2C=CC=CC=2)[N:8]2[CH2:11][CH:10]([N:12]3[CH2:16][CH2:15][CH2:14][CH2:13]3)[CH2:9]2)C=CC=CC=1.[ClH:23]. Product: [ClH:23].[ClH:23].[NH:8]1[CH2:11][CH:10]([N:12]2[CH2:16][CH2:15][CH2:14][CH2:13]2)[CH2:9]1. The catalyst class is: 320.